Predict the reactants needed to synthesize the given product. From a dataset of Full USPTO retrosynthesis dataset with 1.9M reactions from patents (1976-2016). (1) Given the product [NH2:1][C:2]1[N:7]=[CH:6][N:5]=[C:4]2[N:8]([CH2:12][C@H:13]3[CH2:17][CH2:16][CH2:15][N:14]3[C:18]([O:20][C:21]([CH3:24])([CH3:23])[CH3:22])=[O:19])[N:9]=[C:10]([C:32]3[CH:31]=[CH:30][C:29]([O:28][C:27]4[CH:44]=[CH:45][CH:46]=[C:47]([F:48])[C:26]=4[F:25])=[CH:34][CH:33]=3)[C:3]=12, predict the reactants needed to synthesize it. The reactants are: [NH2:1][C:2]1[N:7]=[CH:6][N:5]=[C:4]2[N:8]([CH2:12][C@H:13]3[CH2:17][CH2:16][CH2:15][N:14]3[C:18]([O:20][C:21]([CH3:24])([CH3:23])[CH3:22])=[O:19])[N:9]=[C:10](I)[C:3]=12.[F:25][C:26]1[C:47]([F:48])=[CH:46][CH:45]=[CH:44][C:27]=1[O:28][C:29]1[CH:34]=[CH:33][C:32](B2OC(C)(C)C(C)(C)O2)=[CH:31][CH:30]=1.C(=O)([O-])[O-].[Na+].[Na+]. (2) Given the product [C:34]([NH:15][N:14]=[C:12]1[CH2:13][N:9]([C:7]([C:4]2[CH:3]=[CH:2][C:1]([C:28]3[CH:29]=[CH:30][CH:31]=[CH:32][CH:33]=3)=[CH:6][CH:5]=2)=[O:8])[C@H:10]([C:16]([NH:18][CH2:19][CH:20]([OH:27])[C:21]2[CH:22]=[CH:23][CH:24]=[CH:25][CH:26]=2)=[O:17])[CH2:11]1)(=[O:36])[CH3:35], predict the reactants needed to synthesize it. The reactants are: [C:1]1([C:28]2[CH:33]=[CH:32][CH:31]=[CH:30][CH:29]=2)[CH:6]=[CH:5][C:4]([C:7]([N:9]2[CH2:13][C:12](=[N:14][NH2:15])[CH2:11][C@H:10]2[C:16]([NH:18][CH2:19][CH:20]([OH:27])[C:21]2[CH:26]=[CH:25][CH:24]=[CH:23][CH:22]=2)=[O:17])=[O:8])=[CH:3][CH:2]=1.[C:34](OC(=O)C)(=[O:36])[CH3:35]. (3) Given the product [Si:17]([O:1][C@H:2]([CH3:11])[CH2:3][CH2:4][CH2:5][CH2:6][C:7]([O:9][CH3:10])=[O:8])([C:20]([CH3:23])([CH3:22])[CH3:21])([CH3:19])[CH3:18], predict the reactants needed to synthesize it. The reactants are: [OH:1][C@H:2]([CH3:11])[CH2:3][CH2:4][CH2:5][CH2:6][C:7]([O:9][CH3:10])=[O:8].N1C=CN=C1.[Si:17](Cl)([C:20]([CH3:23])([CH3:22])[CH3:21])([CH3:19])[CH3:18]. (4) Given the product [CH3:1][O:2][C:3]1[CH:4]=[C:5]2[C:10](=[CH:11][C:12]=1[O:13][CH3:14])[N:9]=[CH:8][CH:7]=[C:6]2[CH2:15][N:16]1[CH2:17][CH2:18][CH:19]([NH2:22])[CH2:20][CH2:21]1, predict the reactants needed to synthesize it. The reactants are: [CH3:1][O:2][C:3]1[CH:4]=[C:5]2[C:10](=[CH:11][C:12]=1[O:13][CH3:14])[N:9]=[CH:8][CH:7]=[C:6]2[CH2:15][N:16]1[CH2:21][CH2:20][CH:19]([NH:22]C(=O)OC(C)(C)C)[CH2:18][CH2:17]1.C(O)(C(F)(F)F)=O. (5) The reactants are: C(O[C:9]([N:11]1[CH2:16][CH2:15][N:14]([CH:17]2[CH2:22][CH2:21][CH2:20][N:19]([C:23]3[CH:28]=[CH:27][C:26]([N+:29]([O-])=O)=[C:25]([O:32][CH3:33])[CH:24]=3)[CH2:18]2)[CH2:13][CH2:12]1)=O)C1C=CC=CC=1.C(OC(N1C[CH2:48][N:47]([CH:50]2[CH2:55][CH2:54][CH2:53][NH:52][CH2:51]2)CC1)=O)C1C=CC=CC=1.FC(F)(F)C(O)=O.[C:63](=[O:66])([O-])[O-].[K+].[K+].F[C:70]1[CH:75]=[CH:74][C:73]([N+]([O-])=O)=[C:72](OC)[CH:71]=1.C[N:82](C=O)C. Given the product [CH3:33][O:32][C:25]1[CH:24]=[C:23]([N:19]2[CH2:20][CH2:21][CH2:22][CH:17]([N:14]3[CH2:15][CH2:16][N:11]([CH3:9])[CH2:12][CH2:13]3)[CH2:18]2)[CH:28]=[CH:27][C:26]=1[NH:29][C:53]1[N:52]=[CH:51][C:50]2=[CH:55][CH:54]=[C:48]([C:70]3[CH:75]=[CH:74][CH:73]=[CH:72][C:71]=3[O:66][CH3:63])[N:47]2[N:82]=1, predict the reactants needed to synthesize it.